Dataset: CYP2D6 inhibition data for predicting drug metabolism from PubChem BioAssay. Task: Regression/Classification. Given a drug SMILES string, predict its absorption, distribution, metabolism, or excretion properties. Task type varies by dataset: regression for continuous measurements (e.g., permeability, clearance, half-life) or binary classification for categorical outcomes (e.g., BBB penetration, CYP inhibition). Dataset: cyp2d6_veith. (1) The compound is CC(C)(C)CC(C)(C)c1ccc(OCOCCOCCO)c(Cc2cc(C(C)(C)CC(C)(C)C)cc(Cc3cc(C(C)(C)CC(C)(C)C)ccc3OCOCCOCCO)c2OCOCCOCCO)c1. The result is 0 (non-inhibitor). (2) The molecule is CCN(CC)S(=O)(=O)c1ccc2c(c1)nc(SCC(=O)N1CCOCC1)n2-c1ccccc1OC. The result is 0 (non-inhibitor). (3) The molecule is COc1ccc(NC(=O)CSc2nnc(C3CC3)n2-c2ccccc2)cc1. The result is 0 (non-inhibitor). (4) The result is 0 (non-inhibitor). The compound is O=C(CCC(=O)Nc1ccccc1)NNC(=O)c1cccs1.